From a dataset of Full USPTO retrosynthesis dataset with 1.9M reactions from patents (1976-2016). Predict the reactants needed to synthesize the given product. (1) Given the product [C:10]([O:9][C:7]([NH:6][C@H:5]([CH2:4][CH2:3][C:2](=[O:1])[CH3:18])[C:14]([O:16][CH3:17])=[O:15])=[O:8])([CH3:13])([CH3:12])[CH3:11], predict the reactants needed to synthesize it. The reactants are: [O:1]=[C:2]1[N:6]([C:7]([O:9][C:10]([CH3:13])([CH3:12])[CH3:11])=[O:8])[C@@H:5]([C:14]([O:16][CH3:17])=[O:15])[CH2:4][CH2:3]1.[CH3:18][Mg+].[Br-]. (2) Given the product [Cl:19][C:13]1[CH:14]=[CH:15][CH:16]=[C:17]([Cl:18])[C:12]=1[NH:11][C:4]1[CH:3]=[CH:2][CH:1]=[CH:6][C:5]=1[CH2:7][C:8]([O:10][C:46]1[CH:54]=[CH:53][C:49]([C:50](=[O:51])[NH2:52])=[CH:48][CH:47]=1)=[O:9], predict the reactants needed to synthesize it. The reactants are: [CH:1]1[CH:2]=[CH:3][C:4]([NH:11][C:12]2[C:13]([Cl:19])=[CH:14][CH:15]=[CH:16][C:17]=2[Cl:18])=[C:5]([CH2:7][C:8]([OH:10])=[O:9])[CH:6]=1.OC1C2N=NNC=2C=CC=1.C1CCC(N=C=NC2CCCCC2)CC1.O[C:46]1[CH:54]=[CH:53][C:49]([C:50]([NH2:52])=[O:51])=[CH:48][CH:47]=1. (3) Given the product [F:1][C:2]1[C:3]([C:22]2[S:26][C:25]([C:27]3([OH:31])[CH2:30][CH2:29][CH2:28]3)=[N:24][CH:23]=2)=[C:4]2[CH:10]=[C:9]([C:37]3[C:36]4[C:40](=[CH:41][CH:42]=[C:34]([O:33][CH3:32])[CH:35]=4)[N:39]([CH3:43])[CH:38]=3)[N:8]([S:12]([C:15]3[CH:21]=[CH:20][C:18]([CH3:19])=[CH:17][CH:16]=3)(=[O:14])=[O:13])[C:5]2=[N:6][CH:7]=1, predict the reactants needed to synthesize it. The reactants are: [F:1][C:2]1[C:3]([C:22]2[S:26][C:25]([C:27]3([OH:31])[CH2:30][CH2:29][CH2:28]3)=[N:24][CH:23]=2)=[C:4]2[CH:10]=[C:9](I)[N:8]([S:12]([C:15]3[CH:21]=[CH:20][C:18]([CH3:19])=[CH:17][CH:16]=3)(=[O:14])=[O:13])[C:5]2=[N:6][CH:7]=1.[CH3:32][O:33][C:34]1[CH:35]=[C:36]2[C:40](=[CH:41][CH:42]=1)[N:39]([CH3:43])[CH:38]=[C:37]2B1OC(C)(C)C(C)(C)O1.C(=O)(O)[O-].